This data is from Reaction yield outcomes from USPTO patents with 853,638 reactions. The task is: Predict the reaction yield, written as a fraction of the theoretical maximum amount of product (1.0 means a 100% yield; for example, 0.34 means a 34% yield). (1) The reactants are C1(OP(Cl)(OC2C=CC=CC=2)=O)C=CC=CC=1.[O:18]1[C:22]2[CH:23]=[CH:24][CH:25]=[CH:26][C:21]=2[CH:20]=[C:19]1[C:27]([OH:29])=O.C(N(CC)CC)C.[NH2:37][C@@H:38]1[CH:43]2[CH2:44][CH2:45][N:40]([CH2:41][CH2:42]2)[C@H:39]1[CH2:46][C:47]1[CH:48]=[N:49][CH:50]=[CH:51][CH:52]=1.C1(C)C=CC(C([C@](C(O)=O)(O)[C@](C(C2C=CC(C)=CC=2)=O)(O)C(O)=O)=O)=CC=1.[OH-].[Na+]. The catalyst is ClCCl. The product is [N:49]1[CH:50]=[CH:51][CH:52]=[C:47]([CH2:46][CH:39]2[CH:38]([NH:37][C:27]([C:19]3[O:18][C:22]4[CH:23]=[CH:24][CH:25]=[CH:26][C:21]=4[CH:20]=3)=[O:29])[CH:43]3[CH2:42][CH2:41][N:40]2[CH2:45][CH2:44]3)[CH:48]=1. The yield is 0.420. (2) The reactants are Cl[C:2]1[CH:3]=[C:4]([CH:26]=[C:27]([N:29]2[CH2:34][CH2:33][CH:32]([OH:35])[CH2:31][CH2:30]2)[N:28]=1)[C:5]([N:7]1[CH2:12][CH2:11][CH:10]([N:13]2[CH2:25][CH2:24][CH2:23][C:15]3([C:19](=[O:20])[O:18][C:17]([CH3:22])([CH3:21])[CH2:16]3)[CH2:14]2)[CH2:9][CH2:8]1)=[O:6].[N:36]1[CH:41]=[CH:40][CH:39]=[C:38](B(O)O)[CH:37]=1.C(OC(C)C)(C)C. No catalyst specified. The product is [OH:35][CH:32]1[CH2:31][CH2:30][N:29]([C:27]2[N:28]=[C:2]([C:38]3[CH:37]=[N:36][CH:41]=[CH:40][CH:39]=3)[CH:3]=[C:4]([C:5]([N:7]3[CH2:12][CH2:11][CH:10]([N:13]4[CH2:25][CH2:24][CH2:23][C:15]5([C:19](=[O:20])[O:18][C:17]([CH3:21])([CH3:22])[CH2:16]5)[CH2:14]4)[CH2:9][CH2:8]3)=[O:6])[CH:26]=2)[CH2:34][CH2:33]1. The yield is 0.690.